From a dataset of Forward reaction prediction with 1.9M reactions from USPTO patents (1976-2016). Predict the product of the given reaction. (1) Given the reactants F[C:2]1[CH:7]=[CH:6][CH:5]=[CH:4][C:3]=1[CH:8]1[CH2:13][CH2:12][CH2:11][N:10]([C:14]([C:16]2[CH:21]=[CH:20][N:19]=[C:18]([N:22]([CH3:24])C)[CH:17]=2)=[O:15])[CH2:9]1.Cl.[CH3:26]C1C=CC(C2CCCNC2)=CC=1.CNC1C=C(C=CN=1)C(O)=O, predict the reaction product. The product is: [CH3:24][NH:22][C:18]1[CH:17]=[C:16]([C:14]([N:10]2[CH2:11][CH2:12][CH2:13][CH:8]([C:3]3[CH:4]=[CH:5][C:6]([CH3:26])=[CH:7][CH:2]=3)[CH2:9]2)=[O:15])[CH:21]=[CH:20][N:19]=1. (2) Given the reactants [Cl:1][C:2]1[C:7]([C:8]2[C:13]([Cl:14])=[CH:12][C:11]([Cl:15])=[CH:10][N:9]=2)=[C:6]([NH:16][CH:17]([CH3:19])[CH3:18])[N:5]2[N:20]=[CH:21][C:22]([C:23]([O:25]C)=[O:24])=[C:4]2[N:3]=1.[OH-].[K+].Cl, predict the reaction product. The product is: [Cl:1][C:2]1[C:7]([C:8]2[C:13]([Cl:14])=[CH:12][C:11]([Cl:15])=[CH:10][N:9]=2)=[C:6]([NH:16][CH:17]([CH3:19])[CH3:18])[N:5]2[N:20]=[CH:21][C:22]([C:23]([OH:25])=[O:24])=[C:4]2[N:3]=1. (3) Given the reactants [NH2:1][C:2]1[C:7]([C:8]#[N:9])=[C:6]([C:10]2[CH:15]=[CH:14][CH:13]=[CH:12][CH:11]=2)[C:5]([C:16]#[N:17])=[C:4]([SH:18])[N:3]=1.Cl[CH2:20][C:21]1[N:22]=[C:23]([C:26]2[CH:31]=[CH:30][C:29]([Cl:32])=[CH:28][CH:27]=2)[S:24][CH:25]=1.C(=O)(O)[O-].[Na+].O, predict the reaction product. The product is: [NH2:1][C:2]1[C:7]([C:8]#[N:9])=[C:6]([C:10]2[CH:15]=[CH:14][CH:13]=[CH:12][CH:11]=2)[C:5]([C:16]#[N:17])=[C:4]([S:18][CH2:20][C:21]2[N:22]=[C:23]([C:26]3[CH:31]=[CH:30][C:29]([Cl:32])=[CH:28][CH:27]=3)[S:24][CH:25]=2)[N:3]=1. (4) Given the reactants C1(C)C=CC(S(O)(=O)=O)=CC=1.C([O:14][C:15](=[O:46])[C@H:16]([CH2:39][CH2:40][C:41]([O:43]CC)=[O:42])[NH:17][C:18](=[O:38])[C:19]1[CH:24]=[CH:23][C:22]([CH2:25][CH2:26][C:27]2[C:35]3[C:34](=[O:36])[N:33]=[C:32]([NH2:37])[NH:31][C:30]=3[NH:29][CH:28]=2)=[CH:21][CH:20]=1)C.[OH-].[Na+:48], predict the reaction product. The product is: [CH:21]1[C:22]([CH2:25][CH2:26][C:27]2[C:35]3[C:34]([NH:33][C:32]([NH2:37])=[N:31][C:30]=3[NH:29][CH:28]=2)=[O:36])=[CH:23][CH:24]=[C:19]([C:18]([NH:17][C@@H:16]([C:15]([O-:46])=[O:14])[CH2:39][CH2:40][C:41]([O-:43])=[O:42])=[O:38])[CH:20]=1.[Na+:48].[Na+:48]. (5) Given the reactants [Cs+].[OH:2][C@@H:3]1[CH2:8][CH2:7][CH2:6][C@H:5]([C:9]([O-:11])=[O:10])[CH2:4]1.[CH2:12](Br)[C:13]1[CH:18]=[CH:17][CH:16]=[CH:15][CH:14]=1.O, predict the reaction product. The product is: [OH:2][C@@H:3]1[CH2:8][CH2:7][CH2:6][C@H:5]([C:9]([O:11][CH2:12][C:13]2[CH:18]=[CH:17][CH:16]=[CH:15][CH:14]=2)=[O:10])[CH2:4]1. (6) Given the reactants Cl.C[O:3][C:4](=[O:16])[C@H:5]([CH2:7][C:8]1[CH:13]=[CH:12][C:11]([Cl:14])=[C:10]([Br:15])[CH:9]=1)[NH2:6].[N:17]1[S:21][N:20]=[C:19]2[C:22]([S:26]([NH:29][C:30]3[CH:38]=[C:37]([Cl:39])[CH:36]=[CH:35][C:31]=3[C:32](O)=[O:33])(=[O:28])=[O:27])=[CH:23][CH:24]=[CH:25][C:18]=12, predict the reaction product. The product is: [N:17]1[S:21][N:20]=[C:19]2[C:22]([S:26]([NH:29][C:30]3[CH:38]=[C:37]([Cl:39])[CH:36]=[CH:35][C:31]=3[C:32]([NH:6][C@@H:5]([CH2:7][C:8]3[CH:13]=[CH:12][C:11]([Cl:14])=[C:10]([Br:15])[CH:9]=3)[C:4]([OH:3])=[O:16])=[O:33])(=[O:28])=[O:27])=[CH:23][CH:24]=[CH:25][C:18]=12. (7) Given the reactants [Br:1][C:2]1[CH:3]=[C:4]([CH:12]=[CH:13][CH:14]=1)[CH2:5][C@H:6]1[O:11][CH2:10][CH2:9][NH:8][CH2:7]1.[C:15](O[C:15]([O:17][C:18]([CH3:21])([CH3:20])[CH3:19])=[O:16])([O:17][C:18]([CH3:21])([CH3:20])[CH3:19])=[O:16], predict the reaction product. The product is: [C:18]([O:17][C:15]([N:8]1[CH2:9][CH2:10][O:11][C@H:6]([CH2:5][C:4]2[CH:12]=[CH:13][CH:14]=[C:2]([Br:1])[CH:3]=2)[CH2:7]1)=[O:16])([CH3:21])([CH3:20])[CH3:19]. (8) Given the reactants [F:1][C:2]1[CH:7]=[CH:6][CH:5]=[CH:4][C:3]=1[CH2:8][CH2:9]O.C[CH2:12][N:13](CC)CC.CS(Cl)(=O)=O.[C-]#N.[K+], predict the reaction product. The product is: [F:1][C:2]1[CH:7]=[CH:6][CH:5]=[CH:4][C:3]=1[CH2:8][CH2:9][C:12]#[N:13]. (9) Given the reactants OS(O)(=O)=O.[BrH:6].[NH2:7][C:8]1[C:9]([C:17]2[S:18][C:19]3[CH:25]=[CH:24][CH:23]=[CH:22][C:20]=3[N:21]=2)=[C:10]([CH2:13][CH2:14][CH2:15]O)[NH:11][N:12]=1.[OH-].[Na+], predict the reaction product. The product is: [S:18]1[C:19]2[CH:25]=[CH:24][CH:23]=[CH:22][C:20]=2[N:21]=[C:17]1[C:9]1[C:10]([CH2:13][CH2:14][CH2:15][Br:6])=[N:11][NH:12][C:8]=1[NH2:7]. (10) Given the reactants [CH3:1][O:2][C:3](=[O:46])[C:4]1[CH:9]=[CH:8][C:7]([CH2:10][N:11]2[CH:15]=[C:14]([C:16]3[CH:21]=[CH:20][C:19]([Cl:22])=[CH:18][C:17]=3[Cl:23])[N:13]=[C:12]2/[CH:24]=[CH:25]/[C:26]2[CH:31]=[CH:30][C:29]([C:32]3[CH:37]=[CH:36][C:35]([O:38][C:39]4[CH:44]=[CH:43][C:42]([NH2:45])=[CH:41][CH:40]=4)=[CH:34][CH:33]=3)=[CH:28][CH:27]=2)=[CH:6][CH:5]=1.[CH3:47][S:48](Cl)(=[O:50])=[O:49], predict the reaction product. The product is: [CH3:1][O:2][C:3](=[O:46])[C:4]1[CH:9]=[CH:8][C:7]([CH2:10][N:11]2[CH:15]=[C:14]([C:16]3[CH:21]=[CH:20][C:19]([Cl:22])=[CH:18][C:17]=3[Cl:23])[N:13]=[C:12]2/[CH:24]=[CH:25]/[C:26]2[CH:31]=[CH:30][C:29]([C:32]3[CH:37]=[CH:36][C:35]([O:38][C:39]4[CH:40]=[CH:41][C:42]([NH:45][S:48]([CH3:47])(=[O:50])=[O:49])=[CH:43][CH:44]=4)=[CH:34][CH:33]=3)=[CH:28][CH:27]=2)=[CH:6][CH:5]=1.